Dataset: Catalyst prediction with 721,799 reactions and 888 catalyst types from USPTO. Task: Predict which catalyst facilitates the given reaction. (1) Reactant: [F:1][C:2]1[CH:24]=[CH:23][CH:22]=[C:21]([C:25]([F:28])([F:27])[F:26])[C:3]=1[C:4]([NH:6][C:7]1[C:16]2[C:11](=[CH:12][CH:13]=[CH:14][CH:15]=2)[C:10]([S:17](Cl)(=[O:19])=[O:18])=[CH:9][CH:8]=1)=[O:5].[N:29]([CH:32]([CH3:34])C)=[C:30]=[O:31]. Product: [C:30]([N:29]1[CH2:32][CH2:34][CH:4]([NH:6][S:17]([C:10]2[C:11]3[C:16](=[CH:15][CH:14]=[CH:13][CH:12]=3)[C:7]([NH:6][C:4](=[O:5])[C:3]3[C:21]([C:25]([F:28])([F:27])[F:26])=[CH:22][CH:23]=[CH:24][C:2]=3[F:1])=[CH:8][CH:9]=2)(=[O:19])=[O:18])[CH2:3][CH2:2]1)(=[O:31])[CH2:8][CH2:7][CH3:16]. The catalyst class is: 66. (2) Reactant: [Br:1][C:2]1[N:6]=[C:5](Br)[N:4]([CH3:8])[N:3]=1.[NH:9]1[CH2:13][CH2:12][CH2:11][CH2:10]1. Product: [Br:1][C:2]1[N:6]=[C:5]([N:9]2[CH2:13][CH2:12][CH2:11][CH2:10]2)[N:4]([CH3:8])[N:3]=1. The catalyst class is: 31. (3) Reactant: [N+:1]([C:4]1[CH:9]=[C:8]([O:10][C:11]2[C:20]3[C:15](=[CH:16][CH:17]=[CH:18][CH:19]=3)[N:14]=[CH:13][CH:12]=2)[CH:7]=[CH:6][C:5]=1[OH:21])([O-])=O. Product: [NH2:1][C:4]1[CH:9]=[C:8]([O:10][C:11]2[C:20]3[C:15](=[CH:16][CH:17]=[CH:18][CH:19]=3)[N:14]=[CH:13][CH:12]=2)[CH:7]=[CH:6][C:5]=1[OH:21]. The catalyst class is: 43. (4) Reactant: [CH3:1][C:2]1[N:7]=[C:6]([N:8]2[CH2:13][CH2:12][C:11](=[CH:14][C:15]#[CH:16])[CH2:10][CH2:9]2)[C:5]([N+:17]([O-:19])=[O:18])=[CH:4][CH:3]=1.I[C:21]1[CH:26]=[CH:25][CH:24]=[CH:23][C:22]=1[OH:27].[F-].C([N+](CCCC)(CCCC)CCCC)CCC.C([O-])(=O)C.[Na+]. Product: [CH3:1][C:2]1[N:7]=[C:6]([N:8]2[CH2:13][CH2:12][C:11](=[CH:14][C:15]3[O:27][C:22]4[CH:23]=[CH:24][CH:25]=[CH:26][C:21]=4[CH:16]=3)[CH2:10][CH2:9]2)[C:5]([N+:17]([O-:19])=[O:18])=[CH:4][CH:3]=1. The catalyst class is: 128.